From a dataset of Forward reaction prediction with 1.9M reactions from USPTO patents (1976-2016). Predict the product of the given reaction. (1) Given the reactants [F:1][C@@H:2]1[C@@H:7]2[O:8]C(C3C=CC=CC=3)[O:10][CH2:11][C@H:6]2[O:5][CH2:4][C@H:3]1[N:18]1[CH:26]=[N:25][C:24]2[C:19]1=[N:20][CH:21]=[N:22][C:23]=2[NH2:27], predict the reaction product. The product is: [NH2:27][C:23]1[N:22]=[CH:21][N:20]=[C:19]2[C:24]=1[N:25]=[CH:26][N:18]2[C@@H:3]1[CH2:4][O:5][C@H:6]([CH2:11][OH:10])[C@@H:7]([OH:8])[C@H:2]1[F:1]. (2) Given the reactants [NH2:1][C:2]1[N:3]=[C:4]([C:20]2[CH:25]=[CH:24][CH:23]=[CH:22][CH:21]=2)[C:5]([C:10]2[CH:11]=[CH:12][C:13](=[O:19])[N:14]([CH:16]([CH3:18])[CH3:17])[CH:15]=2)=[N:6][C:7]=1[O:8]C.Cl, predict the reaction product. The product is: [NH2:1][C:2]1[N:3]=[C:4]([C:20]2[CH:21]=[CH:22][CH:23]=[CH:24][CH:25]=2)[C:5]([C:10]2[CH:11]=[CH:12][C:13](=[O:19])[N:14]([CH:16]([CH3:18])[CH3:17])[CH:15]=2)=[N:6][C:7]=1[OH:8]. (3) Given the reactants [S:1]1[CH:5]=[CH:4][C:3]([C:6]2[N:7]=[CH:8][C:9]([N:12]3[CH2:17][C@@H:16]4[CH2:18][C@H:13]3[CH2:14][N:15]4C([O:21][C:22]([CH3:25])(C)C)=O)=[N:10][CH:11]=2)=[CH:2]1.F[C:27](F)(F)[C:28]([OH:30])=[O:29].[OH-:33].[Na+], predict the reaction product. The product is: [NH3:7].[C:28]([OH:30])(=[O:29])/[CH:27]=[CH:25]/[C:22]([OH:21])=[O:33].[S:1]1[CH:5]=[CH:4][C:3]([C:6]2[N:7]=[CH:8][C:9]([N:12]3[CH2:17][C@@H:16]4[CH2:18][C@H:13]3[CH2:14][NH:15]4)=[N:10][CH:11]=2)=[CH:2]1. (4) Given the reactants [H-].[Na+].[O:3]=[C:4]1[C:9]([O:15][C:16]2[CH:21]=[C:20]([F:22])[C:19]([F:23])=[C:18]([F:24])[CH:17]=2)([C:10]([O:12][CH2:13][CH3:14])=[O:11])[CH2:8][CH2:7][CH2:6][NH:5]1.[CH3:25][O:26][C:27]1[CH:34]=[CH:33][C:30]([CH2:31]Cl)=[CH:29][CH:28]=1, predict the reaction product. The product is: [CH3:25][O:26][C:27]1[CH:34]=[CH:33][C:30]([CH2:31][N:5]2[CH2:6][CH2:7][CH2:8][C:9]([O:15][C:16]3[CH:21]=[C:20]([F:22])[C:19]([F:23])=[C:18]([F:24])[CH:17]=3)([C:10]([O:12][CH2:13][CH3:14])=[O:11])[C:4]2=[O:3])=[CH:29][CH:28]=1. (5) The product is: [Br:1][C:2]1[C:3]([N:10]([CH:12]2[CH2:13][CH2:14][CH2:15][CH2:16]2)[NH:11][C:22](=[O:23])[C:21]2[CH:25]=[CH:26][CH:27]=[C:19]([CH2:18][Cl:17])[CH:20]=2)=[N:4][C:5]([C:8]#[N:9])=[N:6][CH:7]=1. Given the reactants [Br:1][C:2]1[C:3]([N:10]([CH:12]2[CH2:16][CH2:15][CH2:14][CH2:13]2)[NH2:11])=[N:4][C:5]([C:8]#[N:9])=[N:6][CH:7]=1.[Cl:17][CH2:18][C:19]1[CH:20]=[C:21]([CH:25]=[CH:26][CH:27]=1)[C:22](Cl)=[O:23].CCN(C(C)C)C(C)C, predict the reaction product.